From a dataset of Reaction yield outcomes from USPTO patents with 853,638 reactions. Predict the reaction yield, written as a fraction of the theoretical maximum amount of product (1.0 means a 100% yield; for example, 0.34 means a 34% yield). (1) The reactants are Br[C:2]1[CH:10]=[CH:9][C:5]([C:6]([NH2:8])=[O:7])=[CH:4][CH:3]=1.B1(B2OC(C)(C)C(C)(C)O2)OC(C)(C)C(C)(C)O1.C([O-])(=O)C.[K+].[C:34]([O:38][C:39]([NH:41][C:42]([CH3:62])([CH3:61])[CH2:43][C:44]1[C:52]2[C:47](=[C:48](OS(C(F)(F)F)(=O)=O)[CH:49]=[CH:50][CH:51]=2)[NH:46][CH:45]=1)=[O:40])([CH3:37])([CH3:36])[CH3:35].C(=O)([O-])[O-].[Na+].[Na+]. The catalyst is CS(C)=O.[Cl-].[Na+].O.C(OCC)(=O)C. The product is [C:34]([O:38][C:39](=[O:40])[NH:41][C:42]([CH3:62])([CH3:61])[CH2:43][C:44]1[C:52]2[C:47](=[C:48]([C:2]3[CH:10]=[CH:9][C:5]([C:6](=[O:7])[NH2:8])=[CH:4][CH:3]=3)[CH:49]=[CH:50][CH:51]=2)[NH:46][CH:45]=1)([CH3:37])([CH3:35])[CH3:36]. The yield is 0.580. (2) The reactants are [OH-].[Na+].[NH2:3][C:4]([NH2:6])=[S:5].[C:7]1([N:13]=[C:14]=[S:15])[CH:12]=[CH:11][CH:10]=[CH:9][CH:8]=1.Cl. The catalyst is O.CC#N. The product is [C:7]1([NH:13][C:14]([NH:3][C:4]([NH2:6])=[S:5])=[S:15])[CH:12]=[CH:11][CH:10]=[CH:9][CH:8]=1. The yield is 0.300.